Task: Predict which catalyst facilitates the given reaction.. Dataset: Catalyst prediction with 721,799 reactions and 888 catalyst types from USPTO (1) Reactant: [Cl:1][C:2]1[CH:3]=[C:4]([CH:19]=[C:20]([Cl:23])[C:21]=1[Cl:22])[CH2:5][N:6]1[CH:10]=[C:9]([C:11]2[S:12][C:13]([C:16]([NH2:18])=O)=[CH:14][N:15]=2)[N:8]=[N:7]1.CCN(CC)CC.C(OC(C(F)(F)F)=O)(C(F)(F)F)=O. Product: [Cl:1][C:2]1[CH:3]=[C:4]([CH:19]=[C:20]([Cl:23])[C:21]=1[Cl:22])[CH2:5][N:6]1[CH:10]=[C:9]([C:11]2[S:12][C:13]([C:16]#[N:18])=[CH:14][N:15]=2)[N:8]=[N:7]1. The catalyst class is: 1. (2) Reactant: [CH3:1][O:2][C:3](=[O:38])[C@@H:4]([NH:14][C:15]([C:17]1[C:18]([CH3:37])=[N:19][C:20]([NH:24][CH2:25][CH2:26][CH2:27][C:28]2[CH:36]=[CH:35][CH:34]=[C:33]3[C:29]=2[CH:30]=[N:31][NH:32]3)=[N:21][C:22]=1[CH3:23])=[O:16])[CH2:5][NH:6]C(OC(C)(C)C)=O.[ClH:39]. Product: [ClH:39].[CH3:1][O:2][C:3](=[O:38])[C@@H:4]([NH:14][C:15]([C:17]1[C:18]([CH3:37])=[N:19][C:20]([NH:24][CH2:25][CH2:26][CH2:27][C:28]2[CH:36]=[CH:35][CH:34]=[C:33]3[C:29]=2[CH:30]=[N:31][NH:32]3)=[N:21][C:22]=1[CH3:23])=[O:16])[CH2:5][NH2:6]. The catalyst class is: 71. (3) The catalyst class is: 259. Product: [C:33]([OH:35])(=[O:34])[CH:32]([CH2:31][C:37]([OH:39])=[O:38])[OH:36].[F:1][C:2]1[CH:3]=[C:4]([CH:26]=[CH:27][C:28]=1[O:29][CH3:30])[CH2:5][C:6]1[C:15]2[NH:16][C:17]3[CH:18]=[CH:19][CH:20]=[CH:21][C:22]=3[C:14]=2[C:13]2[C@H:12]([OH:23])[CH2:11][C:10]([CH3:25])([CH3:24])[CH2:9][C:8]=2[N:7]=1. Reactant: [F:1][C:2]1[CH:3]=[C:4]([CH:26]=[CH:27][C:28]=1[O:29][CH3:30])[CH2:5][C:6]1[C:15]2[NH:16][C:17]3[CH:18]=[CH:19][CH:20]=[CH:21][C:22]=3[C:14]=2[C:13]2[C@@H:12]([OH:23])[CH2:11][C:10]([CH3:25])([CH3:24])[CH2:9][C:8]=2[N:7]=1.[CH2:31]([C:37]([OH:39])=[O:38])[C@H:32]([OH:36])[C:33]([OH:35])=[O:34]. (4) The catalyst class is: 14. Reactant: [Br:1][C:2]1[CH:7]=[CH:6][C:5]([C:8]2([CH2:11][C:12]#N)[CH2:10][CH2:9]2)=[CH:4][CH:3]=1.[OH-:14].[K+].[OH2:16]. Product: [Br:1][C:2]1[CH:7]=[CH:6][C:5]([C:8]2([CH2:11][C:12]([OH:16])=[O:14])[CH2:10][CH2:9]2)=[CH:4][CH:3]=1. (5) Product: [Cl:35][C:36]1[CH:37]=[C:38]([NH:39][C:50]2[C:59]3[C:54](=[CH:55][C:56]([F:61])=[CH:57][C:58]=3[F:60])[N:53]=[C:52]([C:62]3[CH:67]=[CH:66][CH:65]=[CH:64][N:63]=3)[C:51]=2[CH3:68])[CH:40]=[C:41]([N:43]2[CH2:48][CH2:47][O:46][CH2:45][CH2:44]2)[CH:42]=1. The catalyst class is: 101. Reactant: C1(P(C2CCCCC2)C2C=CC=CC=2C2C(C(C)C)=CC(C(C)C)=CC=2C(C)C)CCCCC1.[Cl:35][C:36]1[CH:37]=[C:38]([CH:40]=[C:41]([N:43]2[CH2:48][CH2:47][O:46][CH2:45][CH2:44]2)[CH:42]=1)[NH2:39].Cl[C:50]1[C:59]2[C:54](=[CH:55][C:56]([F:61])=[CH:57][C:58]=2[F:60])[N:53]=[C:52]([C:62]2[CH:67]=[CH:66][CH:65]=[CH:64][N:63]=2)[C:51]=1[CH3:68].CC(C)([O-])C.[Na+].